This data is from Forward reaction prediction with 1.9M reactions from USPTO patents (1976-2016). The task is: Predict the product of the given reaction. (1) Given the reactants [N:1]1([C:7]2[CH:8]=[CH:9][C:10]3[N:11]([C:13]([C:16]([F:19])([F:18])[F:17])=[N:14][N:15]=3)[N:12]=2)[CH2:6][CH2:5][NH:4][CH2:3][CH2:2]1.[S:20]1[CH:24]=[CH:23][CH:22]=[C:21]1[CH:25]=O, predict the reaction product. The product is: [S:20]1[CH:24]=[CH:23][CH:22]=[C:21]1[CH2:25][N:4]1[CH2:3][CH2:2][N:1]([C:7]2[CH:8]=[CH:9][C:10]3[N:11]([C:13]([C:16]([F:17])([F:18])[F:19])=[N:14][N:15]=3)[N:12]=2)[CH2:6][CH2:5]1. (2) Given the reactants [CH2:1]([OH:8])[C:2]1[CH:7]=[CH:6][CH:5]=[CH:4][CH:3]=1.[H-].[Na+].C[O:12][CH2:13][C@@H:14]1[O:16][CH2:15]1.[C:17](OCC)(=[O:19])C.CCCCCC.C1C[O:32]CC1, predict the reaction product. The product is: [CH2:1]([O:8][O:32][CH2:15][C@H:14]([CH2:13][O:12][O:19][CH3:17])[OH:16])[C:2]1[CH:7]=[CH:6][CH:5]=[CH:4][CH:3]=1. (3) Given the reactants [OH:1][C:2]1[CH:3]=[C:4]([CH:7]=[CH:8][C:9]=1[O:10][CH3:11])[CH:5]=[O:6].Cl[CH2:13][CH2:14][N:15]1[CH2:20][CH2:19][O:18][CH2:17][CH2:16]1, predict the reaction product. The product is: [CH3:11][O:10][C:9]1[CH:8]=[CH:7][C:4]([CH:5]=[O:6])=[CH:3][C:2]=1[O:1][CH2:13][CH2:14][N:15]1[CH2:20][CH2:19][O:18][CH2:17][CH2:16]1. (4) Given the reactants [C:1]12(COC3C(Br)=CN=C(NN)C=3)CC3CC(CC(C3)C1)C2.[Br:22][C:23]1[C:24]([O:31][CH2:32][C:33]2([CH3:41])[CH2:38][CH2:37][C:36]([F:40])([F:39])[CH2:35][CH2:34]2)=[CH:25][C:26]([NH:29][NH2:30])=[N:27][CH:28]=1, predict the reaction product. The product is: [Br:22][C:23]1[C:24]([O:31][CH2:32][C:33]2([CH3:41])[CH2:38][CH2:37][C:36]([F:39])([F:40])[CH2:35][CH2:34]2)=[CH:25][C:26]2[N:27]([CH:1]=[N:30][N:29]=2)[CH:28]=1. (5) Given the reactants [Br:1][C:2]1[CH:3]=[C:4]([CH2:8][NH:9][C:10](=[O:18])[C:11]2[C:16]([Cl:17])=[CH:15][CH:14]=[CH:13][N:12]=2)[CH:5]=[N:6][CH:7]=1.[CH3:19]I.[H-].[Na+], predict the reaction product. The product is: [Br:1][C:2]1[CH:3]=[C:4]([CH2:8][N:9]([CH3:19])[C:10](=[O:18])[C:11]2[C:16]([Cl:17])=[CH:15][CH:14]=[CH:13][N:12]=2)[CH:5]=[N:6][CH:7]=1.